This data is from Forward reaction prediction with 1.9M reactions from USPTO patents (1976-2016). The task is: Predict the product of the given reaction. (1) Given the reactants [O:1]=[C:2]1[N:8]([CH:9]2[CH2:14][CH2:13][N:12]([C:15]([O:17][C@@H:18]([C:30](O)=[O:31])[CH2:19][C:20]3[CH:28]=[C:27]([CH3:29])[C:23]4[NH:24][CH:25]=[N:26][C:22]=4[CH:21]=3)=[O:16])[CH2:11][CH2:10]2)[CH2:7][CH2:6][C:5]2[CH:33]=[CH:34][CH:35]=[CH:36][C:4]=2[NH:3]1.CN(C(ON1N=NC2C=CC=CC1=2)=[N+](C)C)C.[B-](F)(F)(F)F.C(N(CC)CC)C.[CH2:66]([N:73]1[CH2:78][CH2:77][N:76]([CH:79]2[CH2:84][CH2:83][NH:82][CH2:81][CH2:80]2)[CH2:75][CH2:74]1)[C:67]1[CH:72]=[CH:71][CH:70]=[CH:69][CH:68]=1.C([O-])(O)=O.[Na+], predict the reaction product. The product is: [O:1]=[C:2]1[N:8]([CH:9]2[CH2:14][CH2:13][N:12]([C:15]([O:17][C@H:18]([CH2:19][C:20]3[CH:28]=[C:27]([CH3:29])[C:23]4[NH:24][CH:25]=[N:26][C:22]=4[CH:21]=3)[C:30]([N:82]3[CH2:83][CH2:84][CH:79]([N:76]4[CH2:75][CH2:74][N:73]([CH2:66][C:67]5[CH:72]=[CH:71][CH:70]=[CH:69][CH:68]=5)[CH2:78][CH2:77]4)[CH2:80][CH2:81]3)=[O:31])=[O:16])[CH2:11][CH2:10]2)[CH2:7][CH2:6][C:36]2[CH:35]=[CH:34][CH:33]=[CH:5][C:4]=2[NH:3]1. (2) Given the reactants [F:1][C:2]1[CH:23]=[CH:22][C:5]2[O:6][CH2:7][CH2:8][N:9]([C:10]3[CH:17]=[CH:16][C:15]([C:18]([F:21])([F:20])[F:19])=[CH:14][C:11]=3[C:12]#[N:13])[C:4]=2[CH:3]=1.[Cl:24][S:25](O)(=[O:27])=[O:26], predict the reaction product. The product is: [C:12]([C:11]1[CH:14]=[C:15]([C:18]([F:20])([F:21])[F:19])[CH:16]=[CH:17][C:10]=1[N:9]1[CH2:8][CH2:7][O:6][C:5]2[CH:22]=[C:23]([S:25]([Cl:24])(=[O:27])=[O:26])[C:2]([F:1])=[CH:3][C:4]1=2)#[N:13]. (3) Given the reactants [NH2:1][CH2:2][C:3]1[CH:4]=[CH:5][C:6]([Cl:25])=[C:7]([C:9]2[NH:13][C:12](=[O:14])[N:11]([C:15]3[CH:20]=[CH:19][C:18]([C:21]([F:24])([F:23])[F:22])=[CH:17][CH:16]=3)[N:10]=2)[CH:8]=1.C1COCC1.[O:31]1[CH2:35][CH2:34][CH2:33][C@H:32]1[C:36](O)=[O:37].CN(C(ON1N=NC2C=CC=CC1=2)=[N+](C)C)C.[B-](F)(F)(F)F, predict the reaction product. The product is: [Cl:25][C:6]1[CH:5]=[CH:4][C:3]([CH2:2][NH:1][C:36]([C@@H:32]2[CH2:33][CH2:34][CH2:35][O:31]2)=[O:37])=[CH:8][C:7]=1[C:9]1[NH:13][C:12](=[O:14])[N:11]([C:15]2[CH:16]=[CH:17][C:18]([C:21]([F:24])([F:23])[F:22])=[CH:19][CH:20]=2)[N:10]=1. (4) Given the reactants C(N(CC)CC)C.[CH2:8]1[C:13]2([CH2:18][CH2:17][CH2:16][CH2:15][CH2:14]2)[CH2:12][CH2:11][NH:10][CH2:9]1.C[Si]([N:23]=[C:24]=[O:25])(C)C.O, predict the reaction product. The product is: [CH2:8]1[C:13]2([CH2:18][CH2:17][CH2:16][CH2:15][CH2:14]2)[CH2:12][CH2:11][N:10]([C:24]([NH2:23])=[O:25])[CH2:9]1. (5) Given the reactants [F:1][C:2]([F:13])([F:12])[C:3]1[C:8]2[S:9][CH:10]=[CH:11][C:7]=2[CH:6]=[CH:5][CH:4]=1.[Li]CCCC.[B:19](OC(C)C)([O:24]C(C)C)[O:20]C(C)C, predict the reaction product. The product is: [F:13][C:2]([F:1])([F:12])[C:3]1[C:8]2[S:9][C:10]([B:19]([OH:24])[OH:20])=[CH:11][C:7]=2[CH:6]=[CH:5][CH:4]=1. (6) Given the reactants [F:1][C:2]([F:12])([F:11])[C:3]1[CH:9]=[C:8]([Br:10])[CH:7]=[CH:6][C:4]=1[NH2:5].[C:13](OC(=O)C)(=[O:15])[CH3:14], predict the reaction product. The product is: [Br:10][C:8]1[CH:7]=[CH:6][C:4]([NH:5][C:13](=[O:15])[CH3:14])=[C:3]([C:2]([F:1])([F:11])[F:12])[CH:9]=1.